Dataset: Forward reaction prediction with 1.9M reactions from USPTO patents (1976-2016). Task: Predict the product of the given reaction. (1) Given the reactants [C:1]1([S:7]([N:10]([CH2:20][CH:21]([CH3:23])[CH3:22])[C@H:11]([C:17]([OH:19])=[O:18])[CH2:12][CH2:13][CH2:14][CH2:15][NH2:16])(=[O:9])=[O:8])[CH:6]=[CH:5][CH:4]=[CH:3][CH:2]=1.[OH-:24].[Na+].[OH2:26].CCO[C:30]([CH3:32])=[O:31].[CH2:33]1[CH2:37]O[CH2:35][CH2:34]1, predict the reaction product. The product is: [CH3:35][C:34]1[CH:3]=[CH:2][C:1]([S:7]([NH:10][C@H:32]([C:30]([NH:16][CH2:15][CH2:14][CH2:13][CH2:12][C@H:11]([N:10]([S:7]([C:1]2[CH:2]=[CH:3][CH:4]=[CH:5][CH:6]=2)(=[O:9])=[O:8])[CH2:20][CH:21]([CH3:23])[CH3:22])[C:17]([OH:19])=[O:18])=[O:31])[CH2:37][C:33]2[CH:6]=[CH:5][CH:4]=[CH:35][CH:34]=2)(=[O:26])=[O:24])=[CH:37][CH:33]=1. (2) Given the reactants [F:1][C:2]1[CH:3]=[C:4]([C:8]2[N:12]([S:13]([C:16]3[CH:21]=[CH:20][C:19]([CH3:22])=[CH:18][CH:17]=3)(=[O:15])=[O:14])[CH:11]=[C:10]([CH:23]=O)[CH:9]=2)[CH:5]=[CH:6][CH:7]=1.[Cl-:25].C[NH3+].[C:28]([BH3-])#[N:29].[Na+], predict the reaction product. The product is: [ClH:25].[CH3:28][NH:29][CH2:23][C:10]1[CH:9]=[C:8]([C:4]2[CH:5]=[CH:6][CH:7]=[C:2]([F:1])[CH:3]=2)[N:12]([S:13]([C:16]2[CH:21]=[CH:20][C:19]([CH3:22])=[CH:18][CH:17]=2)(=[O:15])=[O:14])[CH:11]=1. (3) Given the reactants Cl[C:2](=[O:8])[C:3]([O:5]CC)=O.[CH2:9]([C:11]1[CH:16]=[C:15]([C:17]#[N:18])[CH:14]=[CH:13][C:12]=1[NH:19][C:20]([NH:22][C:23]([CH3:27])([CH3:26])[CH2:24][CH3:25])=[S:21])[CH3:10], predict the reaction product. The product is: [CH3:27][C:23]([N:22]1[C:2](=[O:8])[C:3](=[O:5])[N:19]([C:12]2[CH:13]=[CH:14][C:15]([C:17]#[N:18])=[CH:16][C:11]=2[CH2:9][CH3:10])[C:20]1=[S:21])([CH3:26])[CH2:24][CH3:25]. (4) Given the reactants [N:1]1[CH:6]=[CH:5][CH:4]=[CH:3][C:2]=1[C:7]1[C:8]([NH2:13])=[N:9][NH:10][C:11]=1[NH2:12].[CH3:14][N:15]1[C:23]2[C:18](=[CH:19][C:20]([C:24](=O)[CH2:25][C:26](OCC)=[O:27])=[CH:21][CH:22]=2)[CH:17]=[N:16]1.CC1C=CC(S(O)(=O)=O)=CC=1, predict the reaction product. The product is: [NH2:12][C:11]1[C:7]([C:2]2[CH:3]=[CH:4][CH:5]=[CH:6][N:1]=2)=[C:8]2[NH:13][C:24]([C:20]3[CH:19]=[C:18]4[C:23](=[CH:22][CH:21]=3)[N:15]([CH3:14])[N:16]=[CH:17]4)=[CH:25][C:26](=[O:27])[N:9]2[N:10]=1. (5) Given the reactants [C:1]([CH2:4][O:5][CH2:6][C@H:7]1[CH2:18][CH2:17][C:16]2[S:15][C:14]3[N:13]=[CH:12][N:11]=[C:10]([O:19][CH:20]4[CH2:25][CH2:24][CH:23]([N:26](C)[C:27](=O)OC(C)(C)C)[CH2:22][CH2:21]4)[C:9]=3[C:8]1=2)(=[O:3])[NH2:2].[ClH:35], predict the reaction product. The product is: [ClH:35].[CH3:27][NH:26][CH:23]1[CH2:24][CH2:25][CH:20]([O:19][C:10]2[C:9]3[C:8]4[C@@H:7]([CH2:6][O:5][CH2:4][C:1]([NH2:2])=[O:3])[CH2:18][CH2:17][C:16]=4[S:15][C:14]=3[N:13]=[CH:12][N:11]=2)[CH2:21][CH2:22]1. (6) Given the reactants [Cl:1][C:2]1[CH:24]=[CH:23][CH:22]=[CH:21][C:3]=1[O:4][C:5]1[CH2:9][N:8]([CH:10]([CH2:14][CH2:15][C:16]([F:19])([F:18])[F:17])[C:11](O)=[O:12])[C:7](=[O:20])[CH:6]=1.[CH3:25][C:26]1([CH3:38])[O:30][C@H:29]([CH2:31][N:32]2[CH:36]=[CH:35][C:34]([NH2:37])=[N:33]2)[CH2:28][O:27]1.C(N(CC)C(C)C)(C)C.F[P-](F)(F)(F)(F)F.N1(O[P+](N(C)C)(N(C)C)N(C)C)C2C=CC=CC=2N=N1, predict the reaction product. The product is: [CH3:25][C:26]1([CH3:38])[O:30][C@H:29]([CH2:31][N:32]2[CH:36]=[CH:35][C:34]([NH:37][C:11](=[O:12])[CH:10]([N:8]3[CH2:9][C:5]([O:4][C:3]4[CH:21]=[CH:22][CH:23]=[CH:24][C:2]=4[Cl:1])=[CH:6][C:7]3=[O:20])[CH2:14][CH2:15][C:16]([F:19])([F:18])[F:17])=[N:33]2)[CH2:28][O:27]1.